From a dataset of Reaction yield outcomes from USPTO patents with 853,638 reactions. Predict the reaction yield, written as a fraction of the theoretical maximum amount of product (1.0 means a 100% yield; for example, 0.34 means a 34% yield). (1) The reactants are [Cl:1][C:2]1[CH:9]=[CH:8][C:5]([CH2:6][NH2:7])=[CH:4][CH:3]=1.[OH:10][C:11]1[C:16]2[CH:17]=[CH:18][S:19][C:15]=2[CH:14]=[CH:13][C:12]=1[C:20](OC)=[O:21]. The catalyst is C(OCC)(=O)C.CO. The product is [Cl:1][C:2]1[CH:9]=[CH:8][C:5]([CH2:6][NH:7][C:20]([C:12]2[CH:13]=[CH:14][C:15]3[S:19][CH:18]=[CH:17][C:16]=3[C:11]=2[OH:10])=[O:21])=[CH:4][CH:3]=1. The yield is 0.680. (2) The reactants are Cl[S:2]([N:5]=[C:6]=[O:7])(=[O:4])=[O:3].[CH2:8]([OH:10])[CH3:9].[CH3:11][O:12][CH:13]([O:16][CH3:17])[CH2:14][NH2:15].C(N(CC)CC)C.Cl. The catalyst is ClCCl. The product is [CH3:11][O:12][CH:13]([O:16][CH3:17])[CH2:14][NH:15][S:2]([NH:5][C:6](=[O:7])[O:10][CH2:8][CH3:9])(=[O:4])=[O:3]. The yield is 0.550.